From a dataset of Full USPTO retrosynthesis dataset with 1.9M reactions from patents (1976-2016). Predict the reactants needed to synthesize the given product. (1) Given the product [ClH:28].[NH2:17][CH2:16][C:15]1[CH:18]=[CH:19][C:12]([O:11][C:9]2[CH:8]=[CH:7][C:6]3[B:2]([OH:1])[O:3][CH2:4][C:5]=3[CH:10]=2)=[N:13][CH:14]=1, predict the reactants needed to synthesize it. The reactants are: [OH:1][B:2]1[C:6]2[CH:7]=[CH:8][C:9]([O:11][C:12]3[CH:19]=[CH:18][C:15]([C:16]#[N:17])=[CH:14][N:13]=3)=[CH:10][C:5]=2[CH2:4][O:3]1.CCO.C1COCC1.[ClH:28]. (2) Given the product [NH:27]1[C:31]2[CH:32]=[CH:33][CH:34]=[CH:35][C:30]=2[N:29]=[C:28]1[C:36]([N:14]1[CH2:15][CH2:16][CH:11]([N:10]([CH2:9][C:3]2[C:2]([CH3:1])=[CH:7][C:6]([CH3:8])=[CH:5][N:4]=2)[CH2:17][C:18]2[C:23]([CH:24]([CH3:26])[CH3:25])=[CH:22][CH:21]=[CH:20][N:19]=2)[CH2:12][CH2:13]1)=[O:37], predict the reactants needed to synthesize it. The reactants are: [CH3:1][C:2]1[C:3]([CH2:9][N:10]([CH2:17][C:18]2[C:23]([CH:24]([CH3:26])[CH3:25])=[CH:22][CH:21]=[CH:20][N:19]=2)[CH:11]2[CH2:16][CH2:15][NH:14][CH2:13][CH2:12]2)=[N:4][CH:5]=[C:6]([CH3:8])[CH:7]=1.[NH:27]1[C:31]2[CH:32]=[CH:33][CH:34]=[CH:35][C:30]=2[N:29]=[C:28]1[C:36](O)=[O:37].C1C=CC2N(O)N=NC=2C=1.CCN=C=NCCCN(C)C.CCN(C(C)C)C(C)C. (3) Given the product [F:1][C:2]1[CH:10]=[CH:9][C:8]([CH2:11][C:12]2[C:21]3[C:16](=[CH:17][CH:18]=[CH:19][CH:20]=3)[C:15](=[O:22])[NH:14][N:13]=2)=[CH:7][C:3]=1[C:4]([N:60]1[CH2:61][CH2:62][N:57]2[C:56]([C:63]([F:66])([F:64])[F:65])=[N:55][C:54]([C:52]([N:47]3[CH2:51][CH2:50][CH2:49][CH2:48]3)=[O:53])=[C:58]2[CH2:59]1)=[O:5], predict the reactants needed to synthesize it. The reactants are: [F:1][C:2]1[CH:10]=[CH:9][C:8]([CH2:11][C:12]2[C:21]3[C:16](=[CH:17][CH:18]=[CH:19][CH:20]=3)[C:15](=[O:22])[NH:14][N:13]=2)=[CH:7][C:3]=1[C:4](O)=[O:5].F[P-](F)(F)(F)(F)F.N1(OC(N(C)C)=[N+](C)C)C2C=CC=CC=2N=N1.[N:47]1([C:52]([C:54]2[N:55]=[C:56]([C:63]([F:66])([F:65])[F:64])[N:57]3[CH2:62][CH2:61][NH:60][CH2:59][C:58]=23)=[O:53])[CH2:51][CH2:50][CH2:49][CH2:48]1.C(N(CC)C(C)C)(C)C. (4) Given the product [Cl-:1].[Cl:1][C:2]1[C:7]([CH3:8])=[CH:6][NH+:5]=[C:4]([CH2:9][Cl:19])[C:3]=1[CH3:11], predict the reactants needed to synthesize it. The reactants are: [Cl:1][C:2]1[C:7]([CH3:8])=[CH:6][N:5]=[C:4]([CH2:9]O)[C:3]=1[CH3:11].CN(C=O)C.S(Cl)([Cl:19])=O.C(O)C. (5) Given the product [CH2:15]([NH:16][CH2:17][CH3:18])[CH3:14].[Cl:1][C:2]1[C:3]([CH2:12][O:13][C:14]2[CH:15]=[N:16][C:17]([CH:21]3[CH2:23][CH2:22]3)=[C:18]([Cl:20])[CH:19]=2)=[CH:4][C:5]([F:11])=[C:6]([CH:10]=1)[C:7]([NH:59][S:60]([N:25]([CH3:27])[CH3:24])(=[O:62])=[O:61])=[O:8], predict the reactants needed to synthesize it. The reactants are: [Cl:1][C:2]1[C:3]([CH2:12][O:13][C:14]2[CH:15]=[N:16][C:17]([CH:21]3[CH2:23][CH2:22]3)=[C:18]([Cl:20])[CH:19]=2)=[CH:4][C:5]([F:11])=[C:6]([CH:10]=1)[C:7](O)=[O:8].[CH3:24][N:25]([C:27](ON1N=NC2C=CC=NC1=2)=[N+](C)C)C.F[P-](F)(F)(F)(F)F.C(N(C(C)C)CC)(C)C.CN[N:59](NC)[SH:60](=[O:62])=[O:61]. (6) Given the product [NH:22]1[CH2:23][CH:20]([CH2:19][N:18]2[C:17]3[CH:31]=[CH:32][CH:33]=[CH:34][C:16]=3[N:15]=[C:14]2[NH:13][C:11]([C:9]2[S:10][C:6]([C:4]3[CH:5]=[N:1][NH:2][CH:3]=3)=[CH:7][CH:8]=2)=[O:12])[CH2:21]1, predict the reactants needed to synthesize it. The reactants are: [NH:1]1[CH:5]=[C:4]([C:6]2[S:10][C:9]([C:11]([NH:13][C:14]3[N:18]([CH2:19][CH:20]4[CH2:23][N:22](C(OC(C)(C)C)=O)[CH2:21]4)[C:17]4[CH:31]=[CH:32][CH:33]=[CH:34][C:16]=4[N:15]=3)=[O:12])=[CH:8][CH:7]=2)[CH:3]=[N:2]1.FC(F)(F)C(O)=O. (7) Given the product [CH:21]([C:13]1[CH:14]=[CH:15][CH:16]=[C:17]([CH:18]([CH3:20])[CH3:19])[C:12]=1/[N:11]=[C:9](/[C:4]1[CH:5]=[C:6]([CH3:8])[CH:7]=[C:2]([C:31]2[CH:36]=[CH:35][CH:34]=[CH:33][C:32]=2[O:37][CH3:38])[C:3]=1[OH:24])\[CH3:10])([CH3:23])[CH3:22], predict the reactants needed to synthesize it. The reactants are: Br[C:2]1[CH:7]=[C:6]([CH3:8])[CH:5]=[C:4](/[C:9](=[N:11]/[C:12]2[C:17]([CH:18]([CH3:20])[CH3:19])=[CH:16][CH:15]=[CH:14][C:13]=2[CH:21]([CH3:23])[CH3:22])/[CH3:10])[C:3]=1[OH:24].[Li]CCCC.Br[C:31]1[CH:36]=[CH:35][CH:34]=[CH:33][C:32]=1[O:37][CH3:38].O. (8) Given the product [CH3:18][N:19]1[C:27]2[C:22](=[CH:23][CH:24]=[CH:25][CH:26]=2)[C:21]([CH3:28])=[C:20]1[C:29]([NH:32][C@H:33]([C:37]([NH:39][CH:40]([CH:49]([OH:52])[CH2:50][F:51])[CH2:41][C:42]([O:44][C:45]([CH3:46])([CH3:47])[CH3:48])=[O:43])=[O:38])[CH:34]([CH3:35])[CH3:36])=[O:31], predict the reactants needed to synthesize it. The reactants are: Cl.CN(C)CCCN=C=NCC.CN(C=O)C.[CH3:18][N:19]1[C:27]2[C:22](=[CH:23][CH:24]=[CH:25][CH:26]=2)[C:21]([CH3:28])=[C:20]1[C:29]([OH:31])=O.[NH2:32][C@H:33]([C:37]([NH:39][CH:40]([CH:49]([OH:52])[CH2:50][F:51])[CH2:41][C:42]([O:44][C:45]([CH3:48])([CH3:47])[CH3:46])=[O:43])=[O:38])[CH:34]([CH3:36])[CH3:35]. (9) Given the product [F:30][C:31]1([F:35])[CH2:34][N:33]([C:5]2[CH:6]=[CH:7][C:2]([F:1])=[C:3]([N:9]3[CH:14]=[C:13]([O:15][CH3:16])[C:12](=[O:17])[C:11]([C:18]4[N:22]([C:23]5[CH:28]=[CH:27][CH:26]=[CH:25][CH:24]=5)[N:21]=[CH:20][CH:19]=4)=[N:10]3)[CH:4]=2)[CH2:32]1, predict the reactants needed to synthesize it. The reactants are: [F:1][C:2]1[CH:7]=[CH:6][C:5](I)=[CH:4][C:3]=1[N:9]1[CH:14]=[C:13]([O:15][CH3:16])[C:12](=[O:17])[C:11]([C:18]2[N:22]([C:23]3[CH:28]=[CH:27][CH:26]=[CH:25][CH:24]=3)[N:21]=[CH:20][CH:19]=2)=[N:10]1.Cl.[F:30][C:31]1([F:35])[CH2:34][NH:33][CH2:32]1.O(C(C)(C)C)[Na].CC1(C)C2C(=C(P(C3C=CC=CC=3)C3C=CC=CC=3)C=CC=2)OC2C(P(C3C=CC=CC=3)C3C=CC=CC=3)=CC=CC1=2.